This data is from NCI-60 drug combinations with 297,098 pairs across 59 cell lines. The task is: Regression. Given two drug SMILES strings and cell line genomic features, predict the synergy score measuring deviation from expected non-interaction effect. (1) Drug 1: C1=CN(C(=O)N=C1N)C2C(C(C(O2)CO)O)O.Cl. Drug 2: C1CNP(=O)(OC1)N(CCCl)CCCl. Cell line: OVCAR-5. Synergy scores: CSS=28.2, Synergy_ZIP=2.19, Synergy_Bliss=4.43, Synergy_Loewe=-5.30, Synergy_HSA=5.20. (2) Drug 1: CC1=C(C(=CC=C1)Cl)NC(=O)C2=CN=C(S2)NC3=CC(=NC(=N3)C)N4CCN(CC4)CCO. Drug 2: C(CCl)NC(=O)N(CCCl)N=O. Cell line: EKVX. Synergy scores: CSS=13.6, Synergy_ZIP=1.02, Synergy_Bliss=5.64, Synergy_Loewe=-9.69, Synergy_HSA=6.06. (3) Drug 1: C1=CN(C=N1)CC(O)(P(=O)(O)O)P(=O)(O)O. Drug 2: B(C(CC(C)C)NC(=O)C(CC1=CC=CC=C1)NC(=O)C2=NC=CN=C2)(O)O. Cell line: CCRF-CEM. Synergy scores: CSS=33.1, Synergy_ZIP=1.00, Synergy_Bliss=0.653, Synergy_Loewe=-43.6, Synergy_HSA=-0.802. (4) Drug 1: CN(C)N=NC1=C(NC=N1)C(=O)N. Drug 2: C1=C(C(=O)NC(=O)N1)N(CCCl)CCCl. Cell line: MCF7. Synergy scores: CSS=21.4, Synergy_ZIP=-2.84, Synergy_Bliss=0.0686, Synergy_Loewe=-11.5, Synergy_HSA=-0.269. (5) Drug 1: CCC1=CC2CC(C3=C(CN(C2)C1)C4=CC=CC=C4N3)(C5=C(C=C6C(=C5)C78CCN9C7C(C=CC9)(C(C(C8N6C)(C(=O)OC)O)OC(=O)C)CC)OC)C(=O)OC.C(C(C(=O)O)O)(C(=O)O)O. Drug 2: C1=CC(=CC=C1C#N)C(C2=CC=C(C=C2)C#N)N3C=NC=N3. Cell line: BT-549. Synergy scores: CSS=49.8, Synergy_ZIP=-1.75, Synergy_Bliss=-0.545, Synergy_Loewe=-33.8, Synergy_HSA=-1.36. (6) Drug 2: C1C(C(OC1N2C=NC(=NC2=O)N)CO)O. Synergy scores: CSS=-4.09, Synergy_ZIP=2.85, Synergy_Bliss=2.74, Synergy_Loewe=-5.21, Synergy_HSA=-4.13. Cell line: SF-295. Drug 1: CC1=C(C=C(C=C1)C(=O)NC2=CC(=CC(=C2)C(F)(F)F)N3C=C(N=C3)C)NC4=NC=CC(=N4)C5=CN=CC=C5. (7) Drug 1: CCN(CC)CCNC(=O)C1=C(NC(=C1C)C=C2C3=C(C=CC(=C3)F)NC2=O)C. Drug 2: C1C(C(OC1N2C=NC3=C2NC=NCC3O)CO)O. Cell line: SK-MEL-5. Synergy scores: CSS=3.62, Synergy_ZIP=-4.31, Synergy_Bliss=-9.05, Synergy_Loewe=-1.09, Synergy_HSA=-7.17. (8) Drug 1: C1CN(P(=O)(OC1)NCCCl)CCCl. Drug 2: CC1CCCC2(C(O2)CC(NC(=O)CC(C(C(=O)C(C1O)C)(C)C)O)C(=CC3=CSC(=N3)C)C)C. Cell line: KM12. Synergy scores: CSS=53.9, Synergy_ZIP=3.73, Synergy_Bliss=2.35, Synergy_Loewe=-21.2, Synergy_HSA=2.29. (9) Drug 1: C1CC(CCC1OC2=C(C(=CC=C2)Cl)F)(CC3=NC(=CC=C3)NC4=NC=CS4)C(=O)O. Drug 2: CC1CCC2CC(C(=CC=CC=CC(CC(C(=O)C(C(C(=CC(C(=O)CC(OC(=O)C3CCCCN3C(=O)C(=O)C1(O2)O)C(C)CC4CCC(C(C4)OC)OP(=O)(C)C)C)C)O)OC)C)C)C)OC. Cell line: OVCAR3. Synergy scores: CSS=18.3, Synergy_ZIP=-2.74, Synergy_Bliss=1.22, Synergy_Loewe=3.42, Synergy_HSA=5.00.